From a dataset of Catalyst prediction with 721,799 reactions and 888 catalyst types from USPTO. Predict which catalyst facilitates the given reaction. (1) Reactant: [NH2:1][C:2]1[C:7]([CH2:8][NH:9][C:10]([O:12][CH2:13][CH3:14])=[O:11])=[C:6]([CH:15]2[CH2:20][CH2:19][CH2:18][N:17]([C:21]([O:23][C:24]([CH3:27])([CH3:26])[CH3:25])=[O:22])[CH2:16]2)[CH:5]=[C:4]([C:28]2[C:33]([OH:34])=[CH:32][CH:31]=[CH:30][C:29]=2[O:35][CH2:36][CH:37]2[CH2:39][CH2:38]2)[N:3]=1.C(N(CC)CC)C.Cl[C:48](Cl)([O:50]C(=O)OC(Cl)(Cl)Cl)Cl. Product: [C:24]([O:23][C:21]([N:17]1[CH2:18][CH2:19][CH2:20][CH:15]([C:6]2[C:7]3[CH2:8][N:9]([C:10]([O:12][CH2:13][CH3:14])=[O:11])[C:48](=[O:50])[NH:1][C:2]=3[N:3]=[C:4]([C:28]3[C:33]([OH:34])=[CH:32][CH:31]=[CH:30][C:29]=3[O:35][CH2:36][CH:37]3[CH2:38][CH2:39]3)[CH:5]=2)[CH2:16]1)=[O:22])([CH3:27])([CH3:26])[CH3:25]. The catalyst class is: 7. (2) Reactant: [CH3:1][O:2][C:3]1[CH:8]=[CH:7][CH:6]=[CH:5][C:4]=1[CH2:9][C:10]([OH:12])=O.[CH3:13][C:14]1[CH:15]=[C:16]([CH3:31])[N:17]=[C:18]([NH:20][S:21]([C:24]2[CH:25]=[CH:26][C:27]([NH2:30])=[CH:28][CH:29]=2)(=[O:23])=[O:22])[N:19]=1.C(N(CC)CC)C.C(N=C=NC(C)C)(C)C. Product: [CH3:31][C:16]1[CH:15]=[C:14]([CH3:13])[N:19]=[C:18]([NH:20][S:21]([C:24]2[CH:25]=[CH:26][C:27]([NH:30][C:10](=[O:12])[CH2:9][C:4]3[CH:5]=[CH:6][CH:7]=[CH:8][C:3]=3[O:2][CH3:1])=[CH:28][CH:29]=2)(=[O:23])=[O:22])[N:17]=1. The catalyst class is: 22. (3) The catalyst class is: 2. Product: [NH2:19][C:15]1[N:14]=[C:13]([C:12]2[S:11][C:10]([C:20]([CH3:21])([CH3:23])[CH3:22])=[N:9][C:8]=2[C:4]2[C:3]([F:24])=[C:2]([NH:1][S:37]([CH:31]3[CH2:36][CH2:35][CH2:34][CH2:33][CH2:32]3)(=[O:39])=[O:38])[CH:7]=[CH:6][CH:5]=2)[CH:18]=[CH:17][N:16]=1.[CH2:29]([O:38][CH2:20][CH3:23])[CH3:30]. Reactant: [NH2:1][C:2]1[C:3]([F:24])=[C:4]([C:8]2[N:9]=[C:10]([C:20]([CH3:23])([CH3:22])[CH3:21])[S:11][C:12]=2[C:13]2[CH:18]=[CH:17][N:16]=[C:15]([NH2:19])[N:14]=2)[CH:5]=[CH:6][CH:7]=1.N1[CH:30]=[CH:29]C=CC=1.[CH:31]1([S:37](Cl)(=[O:39])=[O:38])[CH2:36][CH2:35][CH2:34][CH2:33][CH2:32]1. (4) Reactant: [CH3:1][O:2][C:3]1[CH:4]=[C:5]2[C:9](=[CH:10][CH:11]=1)[NH:8][CH:7]=[C:6]2[CH:12]=O.C([O-])(=O)C.[NH4+].[N+:19]([CH3:22])([O-:21])=[O:20]. Product: [CH3:1][O:2][C:3]1[CH:4]=[C:5]2[C:9](=[CH:10][CH:11]=1)[NH:8][CH:7]=[C:6]2[CH:12]=[CH:22][N+:19]([O-:21])=[O:20]. The catalyst class is: 13. (5) Reactant: I[C:2]1[C:7]([O:8][C:9]2[C:18]3[C:13](=[CH:14][C:15]([O:21][CH3:22])=[C:16]([O:19][CH3:20])[CH:17]=3)[N:12]=[CH:11][CH:10]=2)=[CH:6][CH:5]=[C:4]([CH3:23])[N:3]=1.[F:24][C:25]1[CH:30]=[CH:29][C:28](B(O)O)=[CH:27][CH:26]=1.C(=O)([O-])O.[Na+]. Product: [F:24][C:25]1[CH:30]=[CH:29][C:28]([C:2]2[C:7]([O:8][C:9]3[C:18]4[C:13](=[CH:14][C:15]([O:21][CH3:22])=[C:16]([O:19][CH3:20])[CH:17]=4)[N:12]=[CH:11][CH:10]=3)=[CH:6][CH:5]=[C:4]([CH3:23])[N:3]=2)=[CH:27][CH:26]=1. The catalyst class is: 11.